This data is from TCR-epitope binding with 47,182 pairs between 192 epitopes and 23,139 TCRs. The task is: Binary Classification. Given a T-cell receptor sequence (or CDR3 region) and an epitope sequence, predict whether binding occurs between them. (1) Result: 1 (the TCR binds to the epitope). The TCR CDR3 sequence is CASTPGTGPNEKLFF. The epitope is IPSINVHHY. (2) The epitope is LLDFVRFMGV. The TCR CDR3 sequence is CASSIAPGSEQYF. Result: 1 (the TCR binds to the epitope). (3) The epitope is KRWIILGLNK. The TCR CDR3 sequence is CASSDRTVRAYEQYF. Result: 1 (the TCR binds to the epitope). (4) The epitope is KAFSPEVIPMF. The TCR CDR3 sequence is CASSREVYGYTF. Result: 1 (the TCR binds to the epitope). (5) The epitope is LPAADLDDF. Result: 0 (the TCR does not bind to the epitope). The TCR CDR3 sequence is CASSPGGSYEQYF. (6) The epitope is GILGFVFTL. Result: 1 (the TCR binds to the epitope). The TCR CDR3 sequence is CASSNRASEKLFF. (7) The epitope is IPIQASLPF. The TCR CDR3 sequence is CASSSLLYEQYF. Result: 0 (the TCR does not bind to the epitope).